From a dataset of Full USPTO retrosynthesis dataset with 1.9M reactions from patents (1976-2016). Predict the reactants needed to synthesize the given product. (1) Given the product [C:1]([O:5][CH:6]([C:11]1[C:12]([C:21]2[CH:22]=[C:23]3[C:28](=[CH:29][CH:30]=2)[O:27][CH2:26][CH2:25][CH2:24]3)=[C:13]2[CH:20]=[CH:19][N:18]([CH2:34][C:33]3[C:32]([Cl:31])=[CH:39][CH:38]=[CH:37][C:36]=3[Cl:40])[C:14]2=[N:15][C:16]=1[CH3:17])[C:7]([OH:9])=[O:8])([CH3:4])([CH3:3])[CH3:2], predict the reactants needed to synthesize it. The reactants are: [C:1]([O:5][CH:6]([C:11]1[C:12]([C:21]2[CH:22]=[C:23]3[C:28](=[CH:29][CH:30]=2)[O:27][CH2:26][CH2:25][CH2:24]3)=[C:13]2[CH:20]=[CH:19][NH:18][C:14]2=[N:15][C:16]=1[CH3:17])[C:7]([O:9]C)=[O:8])([CH3:4])([CH3:3])[CH3:2].[Cl:31][C:32]1[CH:39]=[CH:38][CH:37]=[C:36]([Cl:40])[C:33]=1[CH2:34]Br. (2) Given the product [F:14][C:15]1[CH:23]=[CH:22][C:18]([C:19]([O:9][C:6]2[C:4](=[O:5])[CH:3]=[C:2]([CH3:1])[O:8][CH:7]=2)=[O:20])=[CH:17][CH:16]=1, predict the reactants needed to synthesize it. The reactants are: [CH3:1][C:2]1[O:8][CH:7]=[C:6]([OH:9])[C:4](=[O:5])[CH:3]=1.CN(C)C.[F:14][C:15]1[CH:23]=[CH:22][C:18]([C:19](Cl)=[O:20])=[CH:17][CH:16]=1. (3) Given the product [Cl:1][C:2]1[C:3]([O:21][CH3:22])=[C:4]([C@H:9]([CH2:19][CH3:20])[CH2:10][C@:11]([OH:18])([C:14]([F:16])([F:15])[F:17])[CH:12]=[N:23][C:24]2[CH:33]=[CH:32][C:31]([F:34])=[C:30]3[C:25]=2[CH:26]=[CH:27][C:28](=[O:35])[NH:29]3)[CH:5]=[CH:6][C:7]=1[F:8], predict the reactants needed to synthesize it. The reactants are: [Cl:1][C:2]1[C:3]([O:21][CH3:22])=[C:4]([C@H:9]([CH2:19][CH3:20])[CH2:10][C@:11]([OH:18])([C:14]([F:17])([F:16])[F:15])[CH:12]=O)[CH:5]=[CH:6][C:7]=1[F:8].[NH2:23][C:24]1[CH:33]=[CH:32][C:31]([F:34])=[C:30]2[C:25]=1[CH:26]=[CH:27][C:28](=[O:35])[NH:29]2. (4) Given the product [CH3:25][O:24][C:22](=[O:23])[CH2:21][C:18]1[CH:17]=[CH:16][C:15]([O:14][CH2:35][CH:34]=[C:33]([C:30]2[CH:29]=[CH:28][C:27]([Br:26])=[CH:32][CH:31]=2)[C:37]2[CH:38]=[CH:39][C:40]([Br:43])=[CH:41][CH:42]=2)=[CH:20][CH:19]=1, predict the reactants needed to synthesize it. The reactants are: C(P(CCCC)CCCC)CCC.[OH:14][C:15]1[CH:20]=[CH:19][C:18]([CH2:21][C:22]([O:24][CH3:25])=[O:23])=[CH:17][CH:16]=1.[Br:26][C:27]1[CH:32]=[CH:31][C:30]([C:33]([C:37]2[CH:42]=[CH:41][C:40]([Br:43])=[CH:39][CH:38]=2)=[CH:34][CH2:35]O)=[CH:29][CH:28]=1.